Regression. Given two drug SMILES strings and cell line genomic features, predict the synergy score measuring deviation from expected non-interaction effect. From a dataset of NCI-60 drug combinations with 297,098 pairs across 59 cell lines. Drug 1: CCC(=C(C1=CC=CC=C1)C2=CC=C(C=C2)OCCN(C)C)C3=CC=CC=C3.C(C(=O)O)C(CC(=O)O)(C(=O)O)O. Drug 2: CC1CCC2CC(C(=CC=CC=CC(CC(C(=O)C(C(C(=CC(C(=O)CC(OC(=O)C3CCCCN3C(=O)C(=O)C1(O2)O)C(C)CC4CCC(C(C4)OC)OCCO)C)C)O)OC)C)C)C)OC. Cell line: A549. Synergy scores: CSS=1.29, Synergy_ZIP=4.00, Synergy_Bliss=6.83, Synergy_Loewe=-1.09, Synergy_HSA=5.44.